Dataset: Forward reaction prediction with 1.9M reactions from USPTO patents (1976-2016). Task: Predict the product of the given reaction. (1) The product is: [F:13][C:14]1[CH:15]=[C:16]([C:2]2[CH:3]=[C:4]3[C:9](=[CH:10][CH:11]=2)[CH:8]=[C:7]([OH:12])[CH:6]=[CH:5]3)[CH:17]=[CH:18][C:19]=1[F:20]. Given the reactants Br[C:2]1[CH:3]=[C:4]2[C:9](=[CH:10][CH:11]=1)[CH:8]=[C:7]([OH:12])[CH:6]=[CH:5]2.[F:13][C:14]1[CH:15]=[C:16](OB(O)O)[CH:17]=[CH:18][C:19]=1[F:20].C1(C)C=CC=CC=1.C(=O)([O-])[O-].[K+].[K+], predict the reaction product. (2) The product is: [CH3:19][O:18][C:15]1[CH:16]=[CH:17][C:12]([CH2:11][C@H:10]([NH:20][C:21](=[O:33])[C@@H:22]([NH:24][C:25]([C:27]2[CH:31]=[C:30]([CH3:32])[O:29][N:28]=2)=[O:26])[CH3:23])[C:9]([OH:34])=[O:8])=[CH:13][CH:14]=1. Given the reactants C([O:8][C:9](=[O:34])[C@@H:10]([NH:20][C:21](=[O:33])[C@@H:22]([NH:24][C:25]([C:27]1[CH:31]=[C:30]([CH3:32])[O:29][N:28]=1)=[O:26])[CH3:23])[CH2:11][C:12]1[CH:17]=[CH:16][C:15]([O:18][CH3:19])=[CH:14][CH:13]=1)C1C=CC=CC=1, predict the reaction product. (3) Given the reactants C[O:2][C:3](=[O:20])[CH:4]([C:11]1[CH:16]=[CH:15][CH:14]=[C:13]([N+:17]([O-:19])=[O:18])[CH:12]=1)[CH2:5][CH:6]1[CH2:10][CH2:9][CH2:8][CH2:7]1.[OH-].[Li+], predict the reaction product. The product is: [CH:6]1([CH2:5][CH:4]([C:11]2[CH:16]=[CH:15][CH:14]=[C:13]([N+:17]([O-:19])=[O:18])[CH:12]=2)[C:3]([OH:20])=[O:2])[CH2:10][CH2:9][CH2:8][CH2:7]1. (4) Given the reactants [Br:1][C:2]1[CH:7]=[CH:6][C:5]([C@H:8]2[CH2:10][C@:9]2([NH:14][C:15]([C@@H:17]2[CH2:22][CH2:21][CH2:20][CH2:19][N:18]2[C:23]([O:25][C:26]([CH3:29])([CH3:28])[CH3:27])=[O:24])=[O:16])[C:11]([OH:13])=O)=[CH:4][CH:3]=1.C([N:32]1CCOCC1)C.CN(C(ON1N=NC2C=CC=CC1=2)=[N+](C)C)C.[B-](F)(F)(F)F.N, predict the reaction product. The product is: [Br:1][C:2]1[CH:7]=[CH:6][C:5]([C@H:8]2[CH2:10][C@:9]2([NH:14][C:15]([C@@H:17]2[CH2:22][CH2:21][CH2:20][CH2:19][N:18]2[C:23]([O:25][C:26]([CH3:28])([CH3:29])[CH3:27])=[O:24])=[O:16])[C:11](=[O:13])[NH2:32])=[CH:4][CH:3]=1.